Dataset: Reaction yield outcomes from USPTO patents with 853,638 reactions. Task: Predict the reaction yield, written as a fraction of the theoretical maximum amount of product (1.0 means a 100% yield; for example, 0.34 means a 34% yield). (1) The reactants are C(O)(=O)C(O)=O.[CH2:7]([NH:9][NH2:10])[CH3:8].[O-]CC.[Na+].[CH:15]([CH:17]([CH2:23][C:24]([O:26][CH2:27][CH3:28])=[O:25])[C:18](OCC)=O)=[O:16]. The catalyst is C(O)C. The product is [CH2:7]([N:9]1[C:15]([OH:16])=[C:17]([CH2:23][C:24]([O:26][CH2:27][CH3:28])=[O:25])[CH:18]=[N:10]1)[CH3:8]. The yield is 0.480. (2) The reactants are C[Si](C)(C)[N-][Si](C)(C)C.[Li+].C[Si](C)(C)N[Si](C)(C)C.C([Li])CCC.[C:25]1(=[O:30])[O:29][CH2:28][CH2:27][CH2:26]1.[C:31](=O)([O:34]C)[O:32][CH3:33].Cl. The catalyst is O1CCCC1. The product is [CH3:33][O:32][C:31]([CH:26]1[CH2:27][CH2:28][O:29][C:25]1=[O:30])=[O:34]. The yield is 0.820. (3) The reactants are Cl.[NH2:2][CH:3]([CH2:8][NH:9][C:10]([O:12][C:13]([CH3:16])([CH3:15])[CH3:14])=[O:11])[C:4]([O:6][CH3:7])=[O:5].CCN(CC)CC.[C:24](Cl)(=[O:34])[O:25][CH2:26][C:27]([CH3:33])([CH3:32])[CH2:28][CH2:29][CH:30]=[CH2:31]. The catalyst is C1COCC1. The product is [CH3:14][C:13]([CH3:16])([O:12][C:10](=[O:11])[NH:9][CH2:8][CH:3]([C:4]([O:6][CH3:7])=[O:5])[NH:2][C:24](=[O:34])[O:25][CH2:26][C:27]([CH3:33])([CH3:32])[CH2:28][CH2:29][CH:30]=[CH2:31])[CH3:15]. The yield is 0.900. (4) The reactants are Cl[C:2]1[C:7]([C:8]([N:10]([CH2:31][CH2:32][OH:33])[C:11]2[CH:12]=[C:13]3[C:17](=[CH:18][CH:19]=2)[N:16]([C:20]2[CH:25]=[CH:24][CH:23]=[C:22]([O:26][C:27]([F:30])([F:29])[F:28])[CH:21]=2)[CH:15]=[CH:14]3)=[O:9])=[C:6]([Cl:34])[N:5]=[CH:4][N:3]=1.C(N(CC)CC)C. The catalyst is C(#N)C. The product is [Cl:34][C:6]1[C:7]2[C:8](=[O:9])[N:10]([C:11]3[CH:12]=[C:13]4[C:17](=[CH:18][CH:19]=3)[N:16]([C:20]3[CH:25]=[CH:24][CH:23]=[C:22]([O:26][C:27]([F:29])([F:30])[F:28])[CH:21]=3)[CH:15]=[CH:14]4)[CH2:31][CH2:32][O:33][C:2]=2[N:3]=[CH:4][N:5]=1. The yield is 0.810. (5) The reactants are [CH:1]1([NH2:7])[CH2:6][CH2:5][CH2:4][CH2:3][CH2:2]1.C(N(CC)CC)C.[Cl-].ClC1N(C)CC[NH+]1C.[CH3:24][O:25][C:26]1[C:27](=[O:50])[C:28]([CH3:49])=[C:29]([CH2:35][C:36]2[CH:37]=[CH:38][C:39]([O:45][C:46](=[O:48])[CH3:47])=[C:40]([CH:44]=2)[C:41](O)=[O:42])[C:30](=[O:34])[C:31]=1[O:32][CH3:33]. The catalyst is C(Cl)Cl. The product is [CH:1]1([NH:7][C:41](=[O:42])[C:40]2[CH:44]=[C:36]([CH2:35][C:29]3[C:30](=[O:34])[C:31]([O:32][CH3:33])=[C:26]([O:25][CH3:24])[C:27](=[O:50])[C:28]=3[CH3:49])[CH:37]=[CH:38][C:39]=2[O:45][C:46](=[O:48])[CH3:47])[CH2:6][CH2:5][CH2:4][CH2:3][CH2:2]1. The yield is 0.550. (6) The reactants are CO[C:3]1[CH2:4][CH2:5][CH:6]([C:8]([O:10][CH3:11])=[O:9])[N:7]=1.[N-:12]=[N+:13]=[N-:14].[Na+].C(=O)([O-])[O-].[K+].[K+]. The catalyst is C(O)(=O)C.C(OCC)C. The product is [N:12]1[N:13]=[N:14][N:7]2[CH:6]([C:8]([O:10][CH3:11])=[O:9])[CH2:5][CH2:4][C:3]=12. The yield is 0.310. (7) The reactants are Cl[C:2]1[N:7]=[C:6]([N:8]2[CH2:11][CH:10]([O:12][C:13]3[CH:18]=[CH:17][C:16]([Cl:19])=[CH:15][C:14]=3[F:20])[CH2:9]2)[N:5]=[CH:4][N:3]=1.CCN(C(C)C)C(C)C.[NH2:30][C:31]1[CH:32]=[C:33]([CH:38]=[CH:39][CH:40]=1)[C:34]([NH:36][CH3:37])=[O:35]. The catalyst is C(O)(C)C. The product is [Cl:19][C:16]1[CH:17]=[CH:18][C:13]([O:12][CH:10]2[CH2:11][N:8]([C:6]3[N:5]=[CH:4][N:3]=[C:2]([NH:30][C:31]4[CH:32]=[C:33]([CH:38]=[CH:39][CH:40]=4)[C:34]([NH:36][CH3:37])=[O:35])[N:7]=3)[CH2:9]2)=[C:14]([F:20])[CH:15]=1. The yield is 0.530. (8) The reactants are [H-].[Na+].[C:3]([O:7][C:8]([N:10]1[CH2:15][CH2:14][C@H:13]([O:16][CH2:17][O:18][CH3:19])[C@H:12]([CH2:20][OH:21])[CH2:11]1)=[O:9])([CH3:6])([CH3:5])[CH3:4].[CH2:22]([C:26]1[N:27]=[N:28][C:29](Cl)=[CH:30][C:31]=1[C:32]1[CH:37]=[CH:36][C:35]([O:38][CH:39]2[CH2:44][CH2:43][CH2:42][CH2:41][CH2:40]2)=[CH:34][CH:33]=1)[CH2:23][CH2:24][CH3:25].CO. The catalyst is C1COCC1.C(OCC)(=O)C. The product is [C:3]([O:7][C:8]([N:10]1[CH2:15][CH2:14][C@H:13]([O:16][CH2:17][O:18][CH3:19])[C@H:12]([CH2:20][O:21][C:29]2[N:28]=[N:27][C:26]([CH2:22][CH2:23][CH2:24][CH3:25])=[C:31]([C:32]3[CH:33]=[CH:34][C:35]([O:38][CH:39]4[CH2:44][CH2:43][CH2:42][CH2:41][CH2:40]4)=[CH:36][CH:37]=3)[CH:30]=2)[CH2:11]1)=[O:9])([CH3:6])([CH3:5])[CH3:4]. The yield is 0.820. (9) The reactants are CC1C=CC(S(O[CH2:12][CH:13]2[CH2:17][C:16]3[CH:18]=[CH:19][C:20]([Cl:29])=[C:21]([C:22]4[CH:27]=[CH:26][CH:25]=[CH:24][C:23]=4[CH3:28])[C:15]=3[O:14]2)(=O)=O)=CC=1.[N-:30]=[N+:31]=[N-:32].[Na+]. No catalyst specified. The product is [N:30]([CH2:12][CH:13]1[CH2:17][C:16]2[CH:18]=[CH:19][C:20]([Cl:29])=[C:21]([C:22]3[CH:27]=[CH:26][CH:25]=[CH:24][C:23]=3[CH3:28])[C:15]=2[O:14]1)=[N+:31]=[N-:32]. The yield is 0.990. (10) The reactants are [F:1][C:2]1[CH:7]=[C:6]([CH3:8])[CH:5]=[CH:4][C:3]=1[NH:9][C:10]1[C:19]2[C:14](=[CH:15][C:16]([O:26][CH3:27])=[C:17]([CH:20]3[CH2:25][CH2:24][NH:23][CH2:22][CH2:21]3)[CH:18]=2)[N:13]=[N:12][C:11]=1[C:28]([NH2:30])=[O:29].C(N(C(C)C)C(C)C)C.[CH3:40][S:41](Cl)(=[O:43])=[O:42]. The catalyst is C(Cl)Cl.CN(C=O)C. The product is [F:1][C:2]1[CH:7]=[C:6]([CH3:8])[CH:5]=[CH:4][C:3]=1[NH:9][C:10]1[C:19]2[C:14](=[CH:15][C:16]([O:26][CH3:27])=[C:17]([CH:20]3[CH2:25][CH2:24][N:23]([S:41]([CH3:40])(=[O:43])=[O:42])[CH2:22][CH2:21]3)[CH:18]=2)[N:13]=[N:12][C:11]=1[C:28]([NH2:30])=[O:29]. The yield is 0.240.